Dataset: Full USPTO retrosynthesis dataset with 1.9M reactions from patents (1976-2016). Task: Predict the reactants needed to synthesize the given product. (1) Given the product [NH2:1][C@H:2]([C:8]([OH:10])=[O:9])[CH2:3][CH2:4][C:5](=[O:6])[OH:7], predict the reactants needed to synthesize it. The reactants are: [NH:1](Cl)[C@H:2]([C:8]([OH:10])=[O:9])[CH2:3][CH2:4][C:5](=[O:7])[OH:6].P([O-])([O-])([O-])=O.[Na+].[Na+].[Na+].C(O)[C@H]([C@H]([C@@H]([C@@H](CO)O)O)O)O.C(O)[C@H]1O[C@H](O[C@]2(CO)O[C@H](CO)[C@@H](O)[C@@H]2O)[C@H](O)[C@@H](O)[C@@H]1O. (2) Given the product [CH3:1][S:2][C:3]1[S:4][C:5]([C:20]2[CH:24]=[CH:23][NH:22][N:21]=2)=[C:6]2[CH2:11][CH2:10][NH:9][C:8](=[O:19])[C:7]=12, predict the reactants needed to synthesize it. The reactants are: [CH3:1][S:2][C:3]1[S:4][C:5]([C:20]2[CH:24]=[CH:23][NH:22][N:21]=2)=[C:6]2[CH2:11][CH2:10][N:9](C(OC(C)(C)C)=O)[C:8](=[O:19])[C:7]=12.C(O)(C(F)(F)F)=O. (3) Given the product [Cl:1][C:2]1[N:3]=[C:4]([C:9]([NH:11][C@H:12]2[CH2:17][CH2:16][N:15]([C:18]3[S:19][C:20]([C:26]([O:28][CH2:29][CH3:30])=[O:27])=[C:21]([C:23](=[O:24])[NH:37][CH:34]([CH3:36])[CH3:35])[N:22]=3)[CH2:14][C@H:13]2[O:31][CH2:32][CH3:33])=[O:10])[NH:5][C:6]=1[CH2:7][CH3:8], predict the reactants needed to synthesize it. The reactants are: [Cl:1][C:2]1[N:3]=[C:4]([C:9]([NH:11][C@H:12]2[CH2:17][CH2:16][N:15]([C:18]3[S:19][C:20]([C:26]([O:28][CH2:29][CH3:30])=[O:27])=[C:21]([C:23](O)=[O:24])[N:22]=3)[CH2:14][C@H:13]2[O:31][CH2:32][CH3:33])=[O:10])[NH:5][C:6]=1[CH2:7][CH3:8].[CH:34]([NH2:37])([CH3:36])[CH3:35].CCN=C=NCCCN(C)C.Cl.ON1C2C=CC=CC=2N=N1. (4) Given the product [NH:1]1[CH:5]=[C:4]([CH:6]=[CH:7][C:8]([N:20]2[CH2:19][CH2:18][N:17]([C:23]3[CH:28]=[CH:27][C:26]([N:29]4[CH2:33][C@H:32]([CH2:34][O:35][C:36]5[CH:40]=[CH:39][O:38][N:37]=5)[O:31][C:30]4=[O:41])=[CH:25][C:24]=3[F:42])[CH2:22][CH2:21]2)=[O:10])[N:3]=[CH:2]1, predict the reactants needed to synthesize it. The reactants are: [NH:1]1[CH:5]=[C:4]([CH:6]=[CH:7][C:8]([OH:10])=O)[N:3]=[CH:2]1.S(Cl)(Cl)=O.Cl.Cl.[N:17]1([C:23]2[CH:28]=[CH:27][C:26]([N:29]3[CH2:33][C@H:32]([CH2:34][O:35][C:36]4[CH:40]=[CH:39][O:38][N:37]=4)[O:31][C:30]3=[O:41])=[CH:25][C:24]=2[F:42])[CH2:22][CH2:21][NH:20][CH2:19][CH2:18]1.C(N(CC)CC)C. (5) Given the product [C:1]([O:5][C:6]([N:8]1[CH2:12][CH:11]2[CH:13]([CH2:33][S:40]([CH:50]([CH3:52])[CH3:51])(=[O:42])=[O:39])[CH:14]([N:16]3[CH2:20][CH2:19][CH:18]([NH:21][C:22]([O:24][CH2:25][C:26]4[CH:31]=[CH:30][CH:29]=[CH:28][CH:27]=4)=[O:23])[C:17]3=[O:32])[CH2:15][CH:10]2[CH2:9]1)=[O:7])([CH3:4])([CH3:2])[CH3:3], predict the reactants needed to synthesize it. The reactants are: [C:1]([O:5][C:6]([N:8]1[CH2:12][CH:11]2[CH:13]([CH2:33]SC(C)C)[CH:14]([N:16]3[CH2:20][CH2:19][CH:18]([NH:21][C:22]([O:24][CH2:25][C:26]4[CH:31]=[CH:30][CH:29]=[CH:28][CH:27]=4)=[O:23])[C:17]3=[O:32])[CH2:15][CH:10]2[CH2:9]1)=[O:7])([CH3:4])([CH3:3])[CH3:2].O[O:39][S:40]([O-:42])=O.[K+].C(OCC)(=O)C.[CH:50](O)([CH3:52])[CH3:51].